Dataset: Full USPTO retrosynthesis dataset with 1.9M reactions from patents (1976-2016). Task: Predict the reactants needed to synthesize the given product. (1) Given the product [NH2:10][C:8](=[N:9][C:13](=[O:14])[O:15][C:16]([CH3:19])([CH3:18])[CH3:17])[S:7][CH3:6], predict the reactants needed to synthesize it. The reactants are: S(O)(O)(=O)=O.[CH3:6][S:7][C:8](=[NH:10])[NH2:9].[OH-].[Na+].[C:13](O[C:13]([O:15][C:16]([CH3:19])([CH3:18])[CH3:17])=[O:14])([O:15][C:16]([CH3:19])([CH3:18])[CH3:17])=[O:14]. (2) Given the product [CH3:1][O:2][C:3]([C@@H:4]1[CH2:5][C:6]2[CH:7]=[C:8]3[O:13][CH2:12][C@H:11]([C:14]4[CH:19]=[CH:18][CH:17]=[C:16]([O:20][CH2:21][C:22]5[CH:27]=[CH:26][C:25]([Cl:28])=[C:24]([Cl:29])[CH:23]=5)[CH:15]=4)[O:10][C:9]3=[CH:30][C:31]=2[CH2:46][N:32]1[C@H:33]([C:36]1[CH:41]=[CH:40][CH:39]=[CH:38][CH:37]=1)[CH2:34][CH3:35])=[O:42], predict the reactants needed to synthesize it. The reactants are: [CH3:1][O:2][C:3](=[O:42])[C@@H:4]([NH:32][C@H:33]([C:36]1[CH:41]=[CH:40][CH:39]=[CH:38][CH:37]=1)[CH2:34][CH3:35])[CH2:5][C:6]1[CH:31]=[CH:30][C:9]2[O:10][C@@H:11]([C:14]3[CH:19]=[CH:18][CH:17]=[C:16]([O:20][CH2:21][C:22]4[CH:27]=[CH:26][C:25]([Cl:28])=[C:24]([Cl:29])[CH:23]=4)[CH:15]=3)[CH2:12][O:13][C:8]=2[CH:7]=1.C=O.F[C:46](F)(F)C(O)=O.C([O-])(O)=O.[Na+]. (3) Given the product [F:1][C:2]1[CH:3]=[CH:4][C:5]([OH:46])=[C:6]([C:8]([CH3:44])([CH3:45])[CH2:9][C@:10]([OH:43])([C:39]([F:40])([F:42])[F:41])[CH2:11][NH:12][C:13]2[CH:21]=[C:20]([CH3:22])[CH:19]=[C:18]3[C:14]=2[CH:15]=[N:16][N:17]3[C:23]2[CH:24]=[C:25]([C:29]([N:31]3[CH2:38][CH2:37][CH2:36][C@@H:32]3[C:33]([NH2:35])=[O:34])=[O:30])[CH:26]=[CH:27][CH:28]=2)[CH:7]=1, predict the reactants needed to synthesize it. The reactants are: [F:1][C:2]1[CH:3]=[CH:4][C:5]([O:46]C)=[C:6]([C:8]([CH3:45])([CH3:44])[CH2:9][C@:10]([OH:43])([C:39]([F:42])([F:41])[F:40])[CH2:11][NH:12][C:13]2[CH:21]=[C:20]([CH3:22])[CH:19]=[C:18]3[C:14]=2[CH:15]=[N:16][N:17]3[C:23]2[CH:24]=[C:25]([C:29]([N:31]3[CH2:38][CH2:37][CH2:36][C@@H:32]3[C:33]([NH2:35])=[O:34])=[O:30])[CH:26]=[CH:27][CH:28]=2)[CH:7]=1.C(=O)=O.CC(C)=O.B(Br)(Br)Br. (4) Given the product [CH3:1][O:2][C:3](=[O:34])[CH2:4][CH2:5][CH2:6][CH2:7][CH2:8][O:9][C:10]1[C:11]([NH:33][S:42]([C:39]2[CH:40]=[CH:41][C:36]([F:35])=[CH:37][CH:38]=2)(=[O:44])=[O:43])=[CH:12][C:13]2[N:17]=[C:16]([C:18]3[CH:23]=[CH:22][CH:21]=[CH:20][CH:19]=3)[N:15]([C:24]3[CH:29]=[CH:28][C:27]([O:30][CH3:31])=[CH:26][CH:25]=3)[C:14]=2[CH:32]=1, predict the reactants needed to synthesize it. The reactants are: [CH3:1][O:2][C:3](=[O:34])[CH2:4][CH2:5][CH2:6][CH2:7][CH2:8][O:9][C:10]1[C:11]([NH2:33])=[CH:12][C:13]2[N:17]=[C:16]([C:18]3[CH:23]=[CH:22][CH:21]=[CH:20][CH:19]=3)[N:15]([C:24]3[CH:29]=[CH:28][C:27]([O:30][CH3:31])=[CH:26][CH:25]=3)[C:14]=2[CH:32]=1.[F:35][C:36]1[CH:41]=[CH:40][C:39]([S:42](Cl)(=[O:44])=[O:43])=[CH:38][CH:37]=1. (5) The reactants are: [CH3:1][C:2]1[C:3]([NH:8][C:9](=O)OC(C)(C)C)=[N:4][CH:5]=[CH:6][CH:7]=1.[CH2:16]([Li])[CH2:17][CH2:18][CH3:19].CN(OC)C(C1CCC1)=O.Cl. Given the product [CH:16]1([C:9]2[NH:8][C:3]3=[N:4][CH:5]=[CH:6][CH:7]=[C:2]3[CH:1]=2)[CH2:19][CH2:18][CH2:17]1, predict the reactants needed to synthesize it.